From a dataset of Reaction yield outcomes from USPTO patents with 853,638 reactions. Predict the reaction yield, written as a fraction of the theoretical maximum amount of product (1.0 means a 100% yield; for example, 0.34 means a 34% yield). The reactants are [NH2:1][C:2]1[CH:7]=[CH:6][CH:5]=[CH:4][N:3]=1.Br[CH2:9][C:10]([C:12]1[CH:17]=[CH:16][CH:15]=[CH:14][CH:13]=1)=O.C(=O)([O-])O.[Na+].C(O)C. The catalyst is CCCCCC.C(Cl)Cl. The product is [C:12]1([C:10]2[N:1]=[C:2]3[CH:7]=[CH:6][CH:5]=[CH:4][N:3]3[CH:9]=2)[CH:17]=[CH:16][CH:15]=[CH:14][CH:13]=1. The yield is 0.900.